From a dataset of Full USPTO retrosynthesis dataset with 1.9M reactions from patents (1976-2016). Predict the reactants needed to synthesize the given product. (1) Given the product [F:1][C:2]1[CH:3]=[CH:4][CH:5]=[C:6]2[C:10]=1[NH:9][C:8](=[O:11])[C:7]2([OH:12])[C:13]1[CH:18]=[CH:17][CH:16]=[CH:15][CH:14]=1, predict the reactants needed to synthesize it. The reactants are: [F:1][C:2]1[CH:3]=[CH:4][CH:5]=[C:6]2[C:10]=1[NH:9][C:8](=[O:11])[C:7]2=[O:12].[C:13]1([Mg]Br)[CH:18]=[CH:17][CH:16]=[CH:15][CH:14]=1.O.CO.C(O)(C(F)(F)F)=O. (2) Given the product [CH3:21][O:20][C:17]1[CH:18]=[C:19]2[C:14]([N:13]=[CH:12][C:11](=[O:22])[N:10]2[CH2:9][CH2:8][N:5]2[CH2:4][CH2:3][CH:2]([NH:1][CH2:34][C:32]3[CH:31]=[CH:30][C:27]4[S:28][CH2:29][C:24](=[O:23])[NH:25][C:26]=4[N:33]=3)[CH2:7][CH2:6]2)=[CH:15][CH:16]=1, predict the reactants needed to synthesize it. The reactants are: [NH2:1][CH:2]1[CH2:7][CH2:6][N:5]([CH2:8][CH2:9][N:10]2[C:19]3[C:14](=[CH:15][CH:16]=[C:17]([O:20][CH3:21])[CH:18]=3)[N:13]=[CH:12][C:11]2=[O:22])[CH2:4][CH2:3]1.[O:23]=[C:24]1[CH2:29][S:28][C:27]2[CH:30]=[CH:31][C:32]([CH:34]=O)=[N:33][C:26]=2[NH:25]1.C(O[BH-](OC(=O)C)OC(=O)C)(=O)C.[Na+].CO.